Dataset: Reaction yield outcomes from USPTO patents with 853,638 reactions. Task: Predict the reaction yield, written as a fraction of the theoretical maximum amount of product (1.0 means a 100% yield; for example, 0.34 means a 34% yield). (1) The reactants are [NH2:1][CH2:2][C:3]1[C:4]([NH:19][C@H:20]([C:23]2[CH:28]=[CH:27][C:26]([F:29])=[CH:25][CH:24]=2)[CH2:21][OH:22])=[N:5][C:6]([NH:10][C:11]2[CH:15]=[C:14]([CH:16]3[CH2:18][CH2:17]3)[NH:13][N:12]=2)=[C:7]([F:9])[CH:8]=1.[CH3:30][S:31](O)(=[O:33])=[O:32].CCN(C(C)C)C(C)C. The catalyst is CN(C1C=CN=CC=1)C.C1COCC1. The product is [CH:16]1([C:14]2[NH:13][N:12]=[C:11]([NH:10][C:6]3[N:5]=[C:4]([NH:19][C@H:20]([C:23]4[CH:24]=[CH:25][C:26]([F:29])=[CH:27][CH:28]=4)[CH2:21][OH:22])[C:3]([CH2:2][NH:1][S:31]([CH3:30])(=[O:33])=[O:32])=[CH:8][C:7]=3[F:9])[CH:15]=2)[CH2:18][CH2:17]1. The yield is 0.310. (2) The reactants are [C:1]1([S:7]([N:10]2[C:18]3[C:13](=[CH:14][C:15]([Cl:19])=[CH:16][CH:17]=3)[CH:12]=[C:11]2[S:20](Cl)(=[O:22])=[O:21])(=[O:9])=[O:8])[CH:6]=[CH:5][CH:4]=[CH:3][CH:2]=1.[NH:24]1[CH2:34][CH2:33][CH:27]([C:28]([O:30][CH2:31][CH3:32])=[O:29])[CH2:26][CH2:25]1.C(N(CC)C(C)C)(C)C. The catalyst is ClCCl. The product is [CH2:31]([O:30][C:28]([CH:27]1[CH2:33][CH2:34][N:24]([S:20]([C:11]2[N:10]([S:7]([C:1]3[CH:6]=[CH:5][CH:4]=[CH:3][CH:2]=3)(=[O:9])=[O:8])[C:18]3[C:13]([CH:12]=2)=[CH:14][C:15]([Cl:19])=[CH:16][CH:17]=3)(=[O:22])=[O:21])[CH2:25][CH2:26]1)=[O:29])[CH3:32]. The yield is 0.550. (3) The reactants are [CH2:1]([O:8][C:9]1[C:10](=[O:22])[CH:11]=[C:12]([CH:16]([OH:21])[C:17]([F:20])([F:19])[F:18])[N:13]([CH3:15])[CH:14]=1)[C:2]1[CH:7]=[CH:6][CH:5]=[CH:4][CH:3]=1.C(=O)(O)[O-:24].[Na+].Br([O-])(=O)=O.[K+].CC1(C)N([O])C(C)(C)CCC1.Cl[O-].[Na+].C(O)C(N)(CO)CO.C(N(CC(O)=O)CC(O)=O)CN(CC(O)=O)CC(O)=O. The catalyst is CC(C)=O.O.ClCCl.[Cl-].[Na+].O.CC#N. The product is [CH2:1]([O:8][C:9]1[C:10](=[O:22])[CH:11]=[C:12]([C:16]([OH:24])([OH:21])[C:17]([F:20])([F:18])[F:19])[N:13]([CH3:15])[CH:14]=1)[C:2]1[CH:7]=[CH:6][CH:5]=[CH:4][CH:3]=1. The yield is 0.730. (4) The reactants are [CH2:1]([C@@:4]1([C:20]2[CH:25]=[CH:24][CH:23]=[CH:22][CH:21]=2)[O:9][C:8](=[O:10])[N:7]([C@H:11]([C:13]2[CH:18]=[CH:17][C:16](Br)=[CH:15][CH:14]=2)[CH3:12])[CH2:6][CH2:5]1)[CH:2]=[CH2:3].[F:26][C:27]1[CH:32]=[CH:31][C:30](B(O)O)=[CH:29][CH:28]=1.C([O-])([O-])=O.[Cs+].[Cs+]. The catalyst is O1CCOCC1.Cl[Pd](Cl)([P](C1C=CC=CC=1)(C1C=CC=CC=1)C1C=CC=CC=1)[P](C1C=CC=CC=1)(C1C=CC=CC=1)C1C=CC=CC=1. The product is [CH2:1]([C@@:4]1([C:20]2[CH:25]=[CH:24][CH:23]=[CH:22][CH:21]=2)[O:9][C:8](=[O:10])[N:7]([C@H:11]([C:13]2[CH:18]=[CH:17][C:16]([C:30]3[CH:31]=[CH:32][C:27]([F:26])=[CH:28][CH:29]=3)=[CH:15][CH:14]=2)[CH3:12])[CH2:6][CH2:5]1)[CH:2]=[CH2:3]. The yield is 0.880. (5) The reactants are [Cl:1][CH2:2][CH2:3][CH2:4][CH2:5][C:6]1[CH:11]=[CH:10][C:9]([O:12][CH3:13])=[CH:8][CH:7]=1.[NH:14]1[CH:18]=[CH:17][N:16]=[N:15]1.[I-].[K+].[Cl-].[Li+].C(O[Na])(C)(C)C. The catalyst is O.C1(C)C=CC=CC=1.C(O)(C)(C)C. The product is [ClH:1].[CH3:13][O:12][C:9]1[CH:10]=[CH:11][C:6]([CH2:5][CH2:4][CH2:3][CH2:2][N:14]2[CH:18]=[CH:17][N:16]=[N:15]2)=[CH:7][CH:8]=1. The yield is 0.580. (6) The reactants are O[CH:2]1[C:11]2[N:10]=[C:9]([C:12]3[CH:17]=[CH:16][CH:15]=[CH:14][CH:13]=3)[CH:8]=[CH:7][C:6]=2[CH2:5][CH2:4][CH2:3]1.C([N:20](CC)CC)C.CS(Cl)(=O)=O.C([O-])(O)=O.[Na+].[N-]=[N+]=[N-].[Na+]. The product is [NH2:20][CH:2]1[C:11]2[N:10]=[C:9]([C:12]3[CH:17]=[CH:16][CH:15]=[CH:14][CH:13]=3)[CH:8]=[CH:7][C:6]=2[CH2:5][CH2:4][CH2:3]1. The catalyst is C(Cl)Cl.[Cl-].[Na+].O. The yield is 0.740.